Dataset: Reaction yield outcomes from USPTO patents with 853,638 reactions. Task: Predict the reaction yield, written as a fraction of the theoretical maximum amount of product (1.0 means a 100% yield; for example, 0.34 means a 34% yield). (1) The reactants are [CH3:1][NH:2][C:3]1[CH:8]=[CH:7][N:6]=[C:5]([NH2:9])[CH:4]=1.Br[CH2:11][C:12]([C:14]1[CH:23]=[CH:22][C:17]2[O:18][CH2:19][CH2:20][O:21][C:16]=2[CH:15]=1)=O. No catalyst specified. The product is [O:18]1[C:17]2[CH:22]=[CH:23][C:14]([C:12]3[N:9]=[C:5]4[CH:4]=[C:3]([NH:2][CH3:1])[CH:8]=[CH:7][N:6]4[CH:11]=3)=[CH:15][C:16]=2[O:21][CH2:20][CH2:19]1. The yield is 0.910. (2) The reactants are C([O:8][CH2:9][CH2:10][N:11]1[C:23]2[CH2:22][CH2:21][CH2:20][CH:19]([C:24]([N:26]3[CH2:31][CH2:30][CH2:29][CH2:28][CH2:27]3)=[O:25])[C:18]=2[C:17]2[C:12]1=[CH:13][CH:14]=[CH:15][CH:16]=2)C1C=CC=CC=1. The catalyst is CO.[Pd]. The product is [OH:8][CH2:9][CH2:10][N:11]1[C:23]2[CH2:22][CH2:21][CH2:20][CH:19]([C:24]([N:26]3[CH2:31][CH2:30][CH2:29][CH2:28][CH2:27]3)=[O:25])[C:18]=2[C:17]2[C:12]1=[CH:13][CH:14]=[CH:15][CH:16]=2. The yield is 0.710. (3) The reactants are [NH2:1][C:2]1[C:3]([N:11]2[CH2:16][CH2:15][CH2:14][C@H:13]([NH:17][C:18](=[O:24])[O:19][C:20]([CH3:23])([CH3:22])[CH3:21])[CH2:12]2)=[C:4]2[CH2:10][CH2:9][CH2:8][C:5]2=[N:6][CH:7]=1.[F:25][C:26]1[CH:31]=[CH:30][CH:29]=[C:28]([F:32])[C:27]=1[C:33]1[N:38]=[C:37]([C:39](O)=[O:40])[CH:36]=[CH:35][C:34]=1[F:42].CN(C(ON1N=NC2C=CC=NC1=2)=[N+](C)C)C.F[P-](F)(F)(F)(F)F.CCN(C(C)C)C(C)C. The catalyst is CN(C=O)C. The product is [F:25][C:26]1[CH:31]=[CH:30][CH:29]=[C:28]([F:32])[C:27]=1[C:33]1[N:38]=[C:37]([C:39]([NH:1][C:2]2[C:3]([N:11]3[CH2:16][CH2:15][CH2:14][C@H:13]([NH:17][C:18](=[O:24])[O:19][C:20]([CH3:21])([CH3:23])[CH3:22])[CH2:12]3)=[C:4]3[CH2:10][CH2:9][CH2:8][C:5]3=[N:6][CH:7]=2)=[O:40])[CH:36]=[CH:35][C:34]=1[F:42]. The yield is 0.480. (4) The reactants are [Br:1][C:2]1[CH:3]=[C:4]([C:15]([NH:17][CH2:18][C:19]2[C:20]([CH3:36])=[CH:21][C:22]([CH2:27][NH:28]C(=O)OC(C)(C)C)=[N:23][C:24]=2[O:25]C)=[O:16])[C:5]2[C:6]([CH3:14])=[CH:7][N:8]([CH:11]([CH3:13])[CH3:12])[C:9]=2[CH:10]=1.Cl. The catalyst is O1CCCC1. The product is [NH2:28][CH2:27][C:22]1[NH:23][C:24](=[O:25])[C:19]([CH2:18][NH:17][C:15]([C:4]2[C:5]3[C:6]([CH3:14])=[CH:7][N:8]([CH:11]([CH3:12])[CH3:13])[C:9]=3[CH:10]=[C:2]([Br:1])[CH:3]=2)=[O:16])=[C:20]([CH3:36])[CH:21]=1. The yield is 0.820. (5) The reactants are [NH2:1][C:2]1[CH:24]=[CH:23][C:5]([CH2:6][C:7]2[N:17]([CH2:18][C:19]([CH3:22])([CH3:21])[CH3:20])[C:10]3[N:11]=[C:12]([C:15]#[N:16])[N:13]=[CH:14][C:9]=3[CH:8]=2)=[CH:4][CH:3]=1.[C:25]1(=[O:31])[O:30][C:28](=[O:29])[CH2:27][CH2:26]1. The catalyst is C1COCC1. The product is [C:15]([C:12]1[N:13]=[CH:14][C:9]2[CH:8]=[C:7]([CH2:6][C:5]3[CH:4]=[CH:3][C:2]([NH:1][C:25](=[O:31])[CH2:26][CH2:27][C:28]([OH:30])=[O:29])=[CH:24][CH:23]=3)[N:17]([CH2:18][C:19]([CH3:21])([CH3:20])[CH3:22])[C:10]=2[N:11]=1)#[N:16]. The yield is 1.00. (6) The reactants are [O:1]1[CH:5]=[C:4]([C:6]2[CH:11]=[CH:10][C:9]([C:12](=[O:14])[CH3:13])=[CH:8][CH:7]=2)[N:3]=[CH:2]1.[F:15][C:16]([F:23])([F:22])[C:17](OCC)=[O:18].C[O-].[Na+].Cl. The catalyst is C(OC)(C)(C)C. The product is [F:15][C:16]([F:23])([F:22])[C:17](=[O:18])[CH2:13][C:12]([C:9]1[CH:8]=[CH:7][C:6]([C:4]2[N:3]=[CH:2][O:1][CH:5]=2)=[CH:11][CH:10]=1)=[O:14]. The yield is 0.990. (7) The reactants are [CH2:1]([O:8][C:9]([C:11]1[CH:12]=[C:13]([CH:17]2[C:26]([CH3:28])([CH3:27])[CH:25](O)[C:24]3[C:19](=[CH:20][CH:21]=[C:22]([C:30]([O:32][CH3:33])=[O:31])[CH:23]=3)[NH:18]2)[CH:14]=[CH:15][CH:16]=1)=[O:10])[C:2]1[CH:7]=[CH:6][CH:5]=[CH:4][CH:3]=1.C([SiH](CC)CC)C.C(OCC)(=O)C.C(=O)([O-])[O-].[Na+].[Na+]. The catalyst is ClCCl. The product is [CH2:1]([O:8][C:9]([C:11]1[CH:12]=[C:13]([CH:17]2[C:26]([CH3:28])([CH3:27])[CH2:25][C:24]3[C:19](=[CH:20][CH:21]=[C:22]([C:30]([O:32][CH3:33])=[O:31])[CH:23]=3)[NH:18]2)[CH:14]=[CH:15][CH:16]=1)=[O:10])[C:2]1[CH:7]=[CH:6][CH:5]=[CH:4][CH:3]=1. The yield is 0.756.